From a dataset of Full USPTO retrosynthesis dataset with 1.9M reactions from patents (1976-2016). Predict the reactants needed to synthesize the given product. (1) Given the product [NH:10]1[C:18]2[C:13](=[CH:14][C:15]([NH:19][C:20]3[C:21]4[S:28][C:27]([C:29]5[CH:36]=[CH:35][C:32]([CH2:33][N:4]6[CH2:5][CH2:6][N:1]([C:7](=[O:9])[CH3:8])[CH2:2][CH2:3]6)=[CH:31][CH:30]=5)=[CH:26][C:22]=4[N:23]=[CH:24][N:25]=3)=[CH:16][CH:17]=2)[CH:12]=[CH:11]1, predict the reactants needed to synthesize it. The reactants are: [N:1]1([C:7](=[O:9])[CH3:8])[CH2:6][CH2:5][NH:4][CH2:3][CH2:2]1.[NH:10]1[C:18]2[C:13](=[CH:14][C:15]([NH:19][C:20]3[C:21]4[S:28][C:27]([C:29]5[CH:36]=[CH:35][C:32]([CH:33]=O)=[CH:31][CH:30]=5)=[CH:26][C:22]=4[N:23]=[CH:24][N:25]=3)=[CH:16][CH:17]=2)[CH:12]=[CH:11]1. (2) Given the product [CH:3]1([N:7]2[CH2:12][CH2:11][N:10]([C:22]([C@@H:20]3[CH2:21][C@H:19]3[C:13]3[CH:18]=[CH:17][CH:16]=[CH:15][CH:14]=3)=[O:23])[CH2:9][CH2:8]2)[CH2:6][CH2:5][CH2:4]1, predict the reactants needed to synthesize it. The reactants are: Cl.Cl.[CH:3]1([N:7]2[CH2:12][CH2:11][NH:10][CH2:9][CH2:8]2)[CH2:6][CH2:5][CH2:4]1.[C:13]1([C@@H:19]2[CH2:21][C@H:20]2[C:22](Cl)=[O:23])[CH:18]=[CH:17][CH:16]=[CH:15][CH:14]=1.CCOC(C)=O.CCCCCC.